The task is: Predict the product of the given reaction.. This data is from Forward reaction prediction with 1.9M reactions from USPTO patents (1976-2016). Given the reactants [OH:1][C:2]1[CH:9]=[C:8]([C:10]([Cl:14])=[C:11]([Cl:13])[Cl:12])[CH:7]=[CH:6][C:3]=1[CH:4]=O.[CH2:15]([NH2:18])[CH2:16][CH3:17].C(O[BH-](OC(=O)C)OC(=O)C)(=O)C.[Na+], predict the reaction product. The product is: [CH2:15]([NH:18][CH2:4][C:3]1[CH:6]=[CH:7][C:8]([C:10]([Cl:14])=[C:11]([Cl:13])[Cl:12])=[CH:9][C:2]=1[OH:1])[CH2:16][CH3:17].